Dataset: Catalyst prediction with 721,799 reactions and 888 catalyst types from USPTO. Task: Predict which catalyst facilitates the given reaction. (1) Reactant: FC(F)(F)C(O)=O.C(OC(=O)[NH:14][C:15]1[N:16]=[C:17]([C:20]2[C:28]3[C:23](=[N:24][CH:25]=[CH:26][CH:27]=3)[NH:22][CH:21]=2)[S:18][CH:19]=1)(C)(C)C.C([O-])(O)=O.[Na+]. Product: [NH:22]1[C:23]2=[N:24][CH:25]=[CH:26][CH:27]=[C:28]2[C:20]([C:17]2[S:18][CH:19]=[C:15]([NH2:14])[N:16]=2)=[CH:21]1. The catalyst class is: 2. (2) Reactant: [CH3:1][O:2][C:3]([CH:5]1[CH2:8][CH:7]([CH2:9][CH2:10][CH2:11][CH3:12])[CH2:6]1)=[O:4].C(NC(C)C)(C)C.[Li].Cl[C:22]([O:24][CH3:25])=[O:23]. Product: [CH3:1][O:2][C:3]([C:5]1([C:22]([O:24][CH3:25])=[O:23])[CH2:6][CH:7]([CH2:9][CH2:10][CH2:11][CH3:12])[CH2:8]1)=[O:4]. The catalyst class is: 1. (3) Reactant: [OH:1][C:2]1[CH:3]=[CH:4][CH:5]=[C:6]2[C:11]=1[CH2:10][CH:9]([N:12]([CH2:21][C:22]1[CH:31]=[CH:30][C:25]([C:26]([O:28][CH3:29])=[O:27])=[CH:24][CH:23]=1)[CH2:13][CH2:14][CH2:15][CH2:16][C:17]([O:19][CH3:20])=[O:18])[CH2:8][CH2:7]2.[C:32]([C:36]1[CH:43]=[CH:42][C:39]([CH2:40]Br)=[CH:38][CH:37]=1)([CH3:35])([CH3:34])[CH3:33].C(=O)([O-])[O-].[Cs+].[Cs+].O. Product: [C:32]([C:36]1[CH:37]=[CH:38][C:39]([CH2:40][O:1][C:2]2[CH:3]=[CH:4][CH:5]=[C:6]3[C:11]=2[CH2:10][CH:9]([N:12]([CH2:21][C:22]2[CH:31]=[CH:30][C:25]([C:26]([O:28][CH3:29])=[O:27])=[CH:24][CH:23]=2)[CH2:13][CH2:14][CH2:15][CH2:16][C:17]([O:19][CH3:20])=[O:18])[CH2:8][CH2:7]3)=[CH:42][CH:43]=1)([CH3:35])([CH3:33])[CH3:34]. The catalyst class is: 3. (4) Reactant: Cl[C:2]1[C:3]2[CH:10]=[CH:9][N:8]([C@@H:11]3[O:17][C@H:16]([CH2:18][OH:19])[C@@H:14]([OH:15])[C@@:12]3([CH2:20][CH3:21])[OH:13])[C:4]=2[N:5]=[CH:6][N:7]=1.[NH3:22]. Product: [NH2:22][C:2]1[C:3]2[CH:10]=[CH:9][N:8]([C@@H:11]3[O:17][C@H:16]([CH2:18][OH:19])[C@@H:14]([OH:15])[C@@:12]3([CH2:20][CH3:21])[OH:13])[C:4]=2[N:5]=[CH:6][N:7]=1. The catalyst class is: 5.